Task: Binary Classification. Given a T-cell receptor sequence (or CDR3 region) and an epitope sequence, predict whether binding occurs between them.. Dataset: TCR-epitope binding with 47,182 pairs between 192 epitopes and 23,139 TCRs (1) The epitope is LEPLVDLPI. The TCR CDR3 sequence is CSVAGTSSSRGLTDTQYF. Result: 1 (the TCR binds to the epitope). (2) The epitope is YLNTLTLAV. The TCR CDR3 sequence is CASTTGTIGNQPQHF. Result: 0 (the TCR does not bind to the epitope). (3) The epitope is SEVGPEHSLAEY. The TCR CDR3 sequence is CASSQGGGPSYEQYF. Result: 1 (the TCR binds to the epitope).